This data is from Forward reaction prediction with 1.9M reactions from USPTO patents (1976-2016). The task is: Predict the product of the given reaction. Given the reactants [O:1]([CH2:8][C:9]1[CH:23]=[CH:22][C:12]([CH:13]=[CH:14][C:15]([O:17][C:18]([CH3:21])([CH3:20])[CH3:19])=[O:16])=[CH:11][CH:10]=1)[C:2]1[CH:7]=[CH:6][CH:5]=[CH:4][CH:3]=1.[Na], predict the reaction product. The product is: [O:1]([CH2:8][C:9]1[CH:10]=[CH:11][C:12]([CH2:13][CH2:14][C:15]([O:17][C:18]([CH3:21])([CH3:20])[CH3:19])=[O:16])=[CH:22][CH:23]=1)[C:2]1[CH:3]=[CH:4][CH:5]=[CH:6][CH:7]=1.